From a dataset of Forward reaction prediction with 1.9M reactions from USPTO patents (1976-2016). Predict the product of the given reaction. (1) Given the reactants [CH3:1][O:2][C:3]([C:5]1[S:9][C:8]([NH2:10])=[N:7][CH:6]=1)=[O:4].[C:11]12([C:21](O)=[O:22])[CH2:20][CH:15]3[CH2:16][CH:17]([CH2:19][CH:13]([CH2:14]3)[CH2:12]1)[CH2:18]2, predict the reaction product. The product is: [CH3:1][O:2][C:3]([C:5]1[S:9][C:8](=[N:10][C:21]([C:11]23[CH2:20][CH:15]4[CH2:14][CH:13]([CH2:19][CH:17]([CH2:16]4)[CH2:18]2)[CH2:12]3)=[O:22])[NH:7][CH:6]=1)=[O:4]. (2) Given the reactants [N:1]([CH2:4][CH:5]1[CH2:9][C:8]2[CH:10]=[C:11]([Cl:21])[CH:12]=[C:13]([C:14]3[CH:19]=[CH:18][CH:17]=[C:16]([Cl:20])[CH:15]=3)[C:7]=2[O:6]1)=[N+]=[N-], predict the reaction product. The product is: [Cl:21][C:11]1[CH:12]=[C:13]([C:14]2[CH:19]=[CH:18][CH:17]=[C:16]([Cl:20])[CH:15]=2)[C:7]2[O:6][CH:5]([CH2:4][NH2:1])[CH2:9][C:8]=2[CH:10]=1. (3) Given the reactants [Br:1][C:2]1[CH:3]=[C:4]([C:14]([O:16]C)=[O:15])[C:5]2[CH:6]=[CH:7][N:8]([CH:11]3[CH2:13][CH2:12]3)[C:9]=2[CH:10]=1.[OH-].[Na+], predict the reaction product. The product is: [Br:1][C:2]1[CH:3]=[C:4]([C:14]([OH:16])=[O:15])[C:5]2[CH:6]=[CH:7][N:8]([CH:11]3[CH2:13][CH2:12]3)[C:9]=2[CH:10]=1.